From a dataset of Forward reaction prediction with 1.9M reactions from USPTO patents (1976-2016). Predict the product of the given reaction. (1) Given the reactants Cl[C:2]1[C:11]2[C:6](=[CH:7][CH:8]=[CH:9][CH:10]=2)[CH:5]=[CH:4][N:3]=1.[Cl:12][C:13]1[CH:14]=[C:15]([CH:17]=[CH:18][CH:19]=1)[NH2:16], predict the reaction product. The product is: [Cl:12][C:13]1[CH:14]=[C:15]([NH:16][C:2]2[C:11]3[C:6](=[CH:7][CH:8]=[CH:9][CH:10]=3)[CH:5]=[CH:4][N:3]=2)[CH:17]=[CH:18][CH:19]=1. (2) The product is: [C:25]([C:27]1[CH:28]=[C:29](/[CH:30]=[CH:20]/[C:21]([O:23][CH3:24])=[O:22])[CH:32]=[CH:33][CH:34]=1)#[N:26]. Given the reactants C1(P(=[CH:20][C:21]([O:23][CH3:24])=[O:22])(C2C=CC=CC=2)C2C=CC=CC=2)C=CC=CC=1.[C:25]([C:27]1[CH:28]=[C:29]([CH:32]=[CH:33][CH:34]=1)[CH:30]=O)#[N:26], predict the reaction product.